Dataset: Catalyst prediction with 721,799 reactions and 888 catalyst types from USPTO. Task: Predict which catalyst facilitates the given reaction. (1) Reactant: C([O:3][C:4]([C:6]1[C:10]([CH3:11])=[CH:9][NH:8][C:7]=1[CH2:12][CH2:13][NH:14][CH2:15][C:16]1([OH:23])[CH2:21][CH2:20][N:19]([CH3:22])[CH2:18][CH2:17]1)=O)C.O.[OH-].[Li+].Cl. Product: [OH:23][C:16]1([CH2:15][N:14]2[CH2:13][CH2:12][C:7]3[NH:8][CH:9]=[C:10]([CH3:11])[C:6]=3[C:4]2=[O:3])[CH2:21][CH2:20][N:19]([CH3:22])[CH2:18][CH2:17]1. The catalyst class is: 6. (2) Reactant: [Cl:1][C:2]1[C:10]2[N:9]=[C:8]3[N:11]([C:15]4[CH:20]=[CH:19][C:18](Cl)=[CH:17][C:16]=4[Cl:22])[CH2:12][CH2:13][CH2:14][N:7]3[C:6]=2[C:5]([CH:23]([OH:26])[CH2:24][CH3:25])=[CH:4][CH:3]=1.C([Li])CCC.[CH3:32][C:33]([CH3:35])=[O:34]. Product: [Cl:1][C:2]1[C:10]2[N:9]=[C:8]3[N:11]([C:15]4[CH:20]=[CH:19][C:18]([C:33]([OH:34])([CH3:35])[CH3:32])=[CH:17][C:16]=4[Cl:22])[CH2:12][CH2:13][CH2:14][N:7]3[C:6]=2[C:5]([CH:23]([OH:26])[CH2:24][CH3:25])=[CH:4][CH:3]=1. The catalyst class is: 7. (3) Reactant: [Cl:1][C:2]1[CH:3]=[C:4]([CH:14]=[CH:15][C:16]=1[Cl:17])[CH2:5][N:6]1[CH2:11][CH2:10][O:9][CH:8]([CH2:12][NH2:13])[CH2:7]1.C(O)(=O)[C@@H]([C@H](C(O)=O)O)O. Product: [Cl:1][C:2]1[CH:3]=[C:4]([CH:14]=[CH:15][C:16]=1[Cl:17])[CH2:5][N:6]1[CH2:11][CH2:10][O:9][C@H:8]([CH2:12][NH2:13])[CH2:7]1. The catalyst class is: 5. (4) Reactant: S(O)(O)(=O)=O.[NH2:6][NH2:7].C(=O)([O-])[O-].[Na+].[Na+].Br[CH:15]1[C:24]2[C:19](=[CH:20][CH:21]=[CH:22][C:23]=2[N+:25]([O-:27])=[O:26])[C:17](=O)[O:16]1.O. Product: [N+:25]([C:23]1[CH:22]=[CH:21][CH:20]=[C:19]2[C:24]=1[CH:15]=[N:6][NH:7][C:17]2=[O:16])([O-:27])=[O:26]. The catalyst class is: 3. (5) The catalyst class is: 10. Product: [CH2:1]([C:5]1[N:10]=[C:9]([CH3:11])[N:8]([C:12]2[N:13]=[CH:14][C:15]([O:18][CH:49]([CH3:48])[CH2:50][C:51]([O:53][CH2:54][CH3:55])=[O:52])=[CH:16][N:17]=2)[C:7](=[O:19])[C:6]=1[CH2:20][C:21]1[CH:26]=[C:25]([CH2:27][CH2:28][CH3:29])[C:24]([O:30][Si:31]([C:34]([CH3:37])([CH3:36])[CH3:35])([CH3:32])[CH3:33])=[C:23]([CH2:38][CH2:39][CH3:40])[CH:22]=1)[CH2:2][CH2:3][CH3:4]. Reactant: [CH2:1]([C:5]1[N:10]=[C:9]([CH3:11])[N:8]([C:12]2[N:17]=[CH:16][C:15]([OH:18])=[CH:14][N:13]=2)[C:7](=[O:19])[C:6]=1[CH2:20][C:21]1[CH:26]=[C:25]([CH2:27][CH2:28][CH3:29])[C:24]([O:30][Si:31]([C:34]([CH3:37])([CH3:36])[CH3:35])([CH3:33])[CH3:32])=[C:23]([CH2:38][CH2:39][CH3:40])[CH:22]=1)[CH2:2][CH2:3][CH3:4].C(=O)([O-])[O-].[K+].[K+].Br[CH2:48][CH2:49][CH2:50][C:51]([O:53][CH2:54][CH3:55])=[O:52].